This data is from NCI-60 drug combinations with 297,098 pairs across 59 cell lines. The task is: Regression. Given two drug SMILES strings and cell line genomic features, predict the synergy score measuring deviation from expected non-interaction effect. (1) Drug 1: C1CN(P(=O)(OC1)NCCCl)CCCl. Drug 2: COCCOC1=C(C=C2C(=C1)C(=NC=N2)NC3=CC=CC(=C3)C#C)OCCOC.Cl. Cell line: SNB-19. Synergy scores: CSS=3.39, Synergy_ZIP=-2.84, Synergy_Bliss=-3.45, Synergy_Loewe=-4.95, Synergy_HSA=-1.06. (2) Drug 1: CC1C(C(CC(O1)OC2CC(CC3=C2C(=C4C(=C3O)C(=O)C5=C(C4=O)C(=CC=C5)OC)O)(C(=O)C)O)N)O.Cl. Drug 2: CC(C)NC(=O)C1=CC=C(C=C1)CNNC.Cl. Cell line: EKVX. Synergy scores: CSS=4.97, Synergy_ZIP=-1.15, Synergy_Bliss=0.877, Synergy_Loewe=-4.89, Synergy_HSA=0.169. (3) Drug 1: C(CC(=O)O)C(=O)CN.Cl. Drug 2: CS(=O)(=O)OCCCCOS(=O)(=O)C. Cell line: MCF7. Synergy scores: CSS=7.58, Synergy_ZIP=-3.66, Synergy_Bliss=-2.82, Synergy_Loewe=-1.29, Synergy_HSA=-0.728. (4) Drug 1: C1CN1P(=S)(N2CC2)N3CC3. Drug 2: C(CCl)NC(=O)N(CCCl)N=O. Cell line: IGROV1. Synergy scores: CSS=11.4, Synergy_ZIP=-2.56, Synergy_Bliss=-0.0798, Synergy_Loewe=-0.549, Synergy_HSA=2.07. (5) Drug 1: C1=NC2=C(N1)C(=S)N=CN2. Drug 2: CC(C)NC(=O)C1=CC=C(C=C1)CNNC.Cl. Cell line: OVCAR-5. Synergy scores: CSS=15.6, Synergy_ZIP=-6.51, Synergy_Bliss=1.02, Synergy_Loewe=-16.9, Synergy_HSA=1.07.